From a dataset of Forward reaction prediction with 1.9M reactions from USPTO patents (1976-2016). Predict the product of the given reaction. (1) The product is: [CH3:50][CH:5]([CH3:4])[CH2:6][C@H:7]([CH2:12][NH:13][C:15]([O:17][CH2:27][CH2:26][O:25][C:23](=[O:24])[CH:22]([CH3:44])[CH3:21])=[O:18])[CH2:8][C:9]([OH:11])=[O:10].[CH3:43][S:40]([C:37]1[CH:38]=[CH:39][C:34]([OH:33])=[CH:35][CH:36]=1)(=[O:41])=[O:42]. Given the reactants C1[C:6]([C@H:7]([CH2:12][NH2:13])[CH2:8][C:9]([OH:11])=[O:10])=[CH:5][CH:4]=C(Cl)C=1.[C:15](=[O:18])([O-:17])[O-].[K+].[K+].[CH3:21][CH:22]([CH3:44])[C:23]([O:25][CH:26](OC([O:33][C:34]1[CH:39]=[CH:38][C:37]([S:40]([CH3:43])(=[O:42])=[O:41])=[CH:36][CH:35]=1)=O)[CH:27](C)C)=[O:24].S(=O)(=O)(O)O.[C:50](#N)C, predict the reaction product. (2) Given the reactants Br[CH2:2][CH2:3][O:4][C:5]1[CH:10]=[CH:9][C:8]([N:11]2[CH2:16][CH2:15][N:14]([C:17]3[CH:18]=[CH:19][C:20]4[N:21]([C:23]([C:26]([F:29])([F:28])[F:27])=[N:24][N:25]=4)[N:22]=3)[CH2:13][CH2:12]2)=[CH:7][CH:6]=1.[C:30]([C:32]1[CH:33]=[N:34][NH:35][CH:36]=1)#[N:31], predict the reaction product. The product is: [F:27][C:26]([F:29])([F:28])[C:23]1[N:21]2[N:22]=[C:17]([N:14]3[CH2:15][CH2:16][N:11]([C:8]4[CH:9]=[CH:10][C:5]([O:4][CH2:3][CH2:2][N:34]5[CH:33]=[C:32]([C:30]#[N:31])[CH:36]=[N:35]5)=[CH:6][CH:7]=4)[CH2:12][CH2:13]3)[CH:18]=[CH:19][C:20]2=[N:25][N:24]=1. (3) Given the reactants [CH3:1][C:2]([CH3:5])([O-])[CH3:3].[K+].[PH5].C(=O)=[O:9].[CH:11](O)([CH3:13])[CH3:12].O1[CH2:19][CH2:18][CH2:17][CH:16]1[OH:20].O1C[CH2:24][CH2:23][CH2:22]1, predict the reaction product. The product is: [CH3:1][C:2]([CH3:5])([C@@H:12]([O:20][CH2:16][C:17]1[CH:18]=[CH:19][CH:24]=[CH:23][CH:22]=1)[CH:11]=[CH2:13])[CH2:3][OH:9]. (4) Given the reactants [I:1]N1C(=O)CCC1=O.Cl[C:10]1[CH:18]=[C:17]2[C:13]([C:14](=[O:20])[C:15](=[O:19])[NH:16]2)=[CH:12][CH:11]=1.S(O)(C(F)(F)F)(=O)=O, predict the reaction product. The product is: [I:1][C:11]1[CH:12]=[C:13]2[C:17](=[CH:18][CH:10]=1)[NH:16][C:15](=[O:19])[C:14]2=[O:20]. (5) Given the reactants [CH2:1]([O:8][C:9]1[CH:10]=[C:11]([C:16]2[N:21]=[C:20]([C:22]([O:24][CH3:25])=[O:23])[CH:19]=[CH:18][C:17]=2OS(C(F)(F)F)(=O)=O)[CH:12]=[CH:13][C:14]=1[Cl:15])[C:2]1[CH:7]=[CH:6][CH:5]=[CH:4][CH:3]=1.C([Sn](CCCC)(CCCC)[C:39]1[CH:44]=[CH:43][CH:42]=[CH:41][N:40]=1)CCC.[Cl-].[Li+].[F-].[K+], predict the reaction product. The product is: [CH2:1]([O:8][C:9]1[CH:10]=[C:11]([C:16]2[C:17]([C:39]3[CH:44]=[CH:43][CH:42]=[CH:41][N:40]=3)=[CH:18][CH:19]=[C:20]([C:22]([O:24][CH3:25])=[O:23])[N:21]=2)[CH:12]=[CH:13][C:14]=1[Cl:15])[C:2]1[CH:7]=[CH:6][CH:5]=[CH:4][CH:3]=1. (6) Given the reactants [CH3:1][O:2][C:3]1[C:8]([NH2:9])=[CH:7][C:6]([B:10]2[O:14][C:13]([CH3:16])([CH3:15])[C:12]([CH3:18])([CH3:17])[O:11]2)=[CH:5][N:4]=1.[CH3:19][S:20](Cl)(=[O:22])=[O:21], predict the reaction product. The product is: [CH3:1][O:2][C:3]1[C:8]([NH:9][S:20]([CH3:19])(=[O:22])=[O:21])=[CH:7][C:6]([B:10]2[O:14][C:13]([CH3:16])([CH3:15])[C:12]([CH3:18])([CH3:17])[O:11]2)=[CH:5][N:4]=1.